Dataset: Forward reaction prediction with 1.9M reactions from USPTO patents (1976-2016). Task: Predict the product of the given reaction. (1) Given the reactants [NH:1]1[CH:5]=[CH:4][C:3]([C:6]2[C:15]3[C:10](=[CH:11][CH:12]=[C:13](C#N)[CH:14]=3)[N:9]=[CH:8][CH:7]=2)=[N:2]1.[N+]([O-])(O)=O.[CH3:22][C:23]1[CH:28]=[CH:27][C:26]([N+:29]([O-:31])=[O:30])=[CH:25][C:24]=1[NH:32][C:33](N)=N.[OH-].[Na+], predict the reaction product. The product is: [CH3:22][C:23]1[CH:28]=[CH:27][C:26]([N+:29]([O-:31])=[O:30])=[CH:25][C:24]=1[NH:32][C:33]1[N:2]=[C:3]([C:6]2[C:15]3[C:10](=[CH:11][CH:12]=[CH:13][CH:14]=3)[N:9]=[CH:8][CH:7]=2)[CH:4]=[CH:5][N:1]=1. (2) The product is: [CH2:1]([O:8][CH2:9][CH:10]([O:11][S:41]([CH3:40])(=[O:43])=[O:42])[CH2:12][O:13][C:14]([C:27]1[CH:32]=[CH:31][CH:30]=[CH:29][CH:28]=1)([C:21]1[CH:22]=[CH:23][CH:24]=[CH:25][CH:26]=1)[C:15]1[CH:16]=[CH:17][CH:18]=[CH:19][CH:20]=1)[C:2]1[CH:3]=[CH:4][CH:5]=[CH:6][CH:7]=1. Given the reactants [CH2:1]([O:8][CH2:9][CH:10]([CH2:12][O:13][C:14]([C:27]1[CH:32]=[CH:31][CH:30]=[CH:29][CH:28]=1)([C:21]1[CH:26]=[CH:25][CH:24]=[CH:23][CH:22]=1)[C:15]1[CH:20]=[CH:19][CH:18]=[CH:17][CH:16]=1)[OH:11])[C:2]1[CH:7]=[CH:6][CH:5]=[CH:4][CH:3]=1.C(N(CC)CC)C.[CH3:40][S:41](Cl)(=[O:43])=[O:42], predict the reaction product. (3) Given the reactants Br[C:2]1[CH:7]=[CH:6][C:5]([Br:8])=[CH:4][CH:3]=1.C([Li])CCC.[CH3:14][C:15](=[CH2:18])[CH:16]=[O:17].[NH4+].[Cl-], predict the reaction product. The product is: [Br:8][C:5]1[CH:6]=[CH:7][C:2]([CH:16]([OH:17])[C:15]([CH3:18])=[CH2:14])=[CH:3][CH:4]=1. (4) Given the reactants [C:1]1([C:7]2[S:8][CH:9]=[C:10]([C:12]([C:14]3[CH:19]=[C:18]([O:20][CH3:21])[C:17]([O:22][CH3:23])=[C:16]([O:24][CH3:25])[CH:15]=3)=[O:13])[N:11]=2)[CH:6]=[CH:5][CH:4]=[CH:3][CH:2]=1.C(#N)C1C=C[C:30]([C:31]#[N:32])=CC=1.N[C@H](C(O)=O)CS, predict the reaction product. The product is: [CH3:25][O:24][C:16]1[CH:15]=[C:14]([CH:19]=[C:18]([O:20][CH3:21])[C:17]=1[O:22][CH3:23])[C:12]([C:10]1[N:11]=[C:7]([C:1]2[CH:6]=[CH:5][C:4]([CH2:30][C:31]#[N:32])=[CH:3][CH:2]=2)[S:8][CH:9]=1)=[O:13]. (5) The product is: [Cl:17][C:18]1[C:19]([C:2]2[CH:7]=[CH:6][CH:5]=[C:4]([O:8][CH2:9][C:10]3[CH:15]=[CH:14][CH:13]=[C:12]([F:16])[CH:11]=3)[N:3]=2)=[CH:20][C:21]([F:24])=[N:22][CH:23]=1. Given the reactants Br[C:2]1[CH:7]=[CH:6][CH:5]=[C:4]([O:8][CH2:9][C:10]2[CH:15]=[CH:14][CH:13]=[C:12]([F:16])[CH:11]=2)[N:3]=1.[Cl:17][C:18]1[C:19](B(O)O)=[CH:20][C:21]([F:24])=[N:22][CH:23]=1.COCCOC.C(=O)([O-])[O-].[Na+].[Na+], predict the reaction product.